From a dataset of Full USPTO retrosynthesis dataset with 1.9M reactions from patents (1976-2016). Predict the reactants needed to synthesize the given product. (1) Given the product [Cl:42][C:36]1[CH:37]=[C:38]([Cl:41])[CH:39]=[CH:40][C:35]=1[C:28]1[O:29][C:30]([C:31]([F:33])([F:34])[F:32])=[C:26]([C:24]([NH:23][CH2:22][CH2:21][C:20]([NH:19][C:16]2[CH:17]=[CH:18][C:13]([C@H:10]3[CH2:9][CH2:8][C@H:7]([CH2:6][C:5]([OH:44])=[O:4])[CH2:12][CH2:11]3)=[CH:14][CH:15]=2)=[O:43])=[O:25])[N:27]=1, predict the reactants needed to synthesize it. The reactants are: [OH-].[Na+].C[O:4][C:5](=[O:44])[CH2:6][C@H:7]1[CH2:12][CH2:11][C@H:10]([C:13]2[CH:18]=[CH:17][C:16]([NH:19][C:20](=[O:43])[CH2:21][CH2:22][NH:23][C:24]([C:26]3[N:27]=[C:28]([C:35]4[CH:40]=[CH:39][C:38]([Cl:41])=[CH:37][C:36]=4[Cl:42])[O:29][C:30]=3[C:31]([F:34])([F:33])[F:32])=[O:25])=[CH:15][CH:14]=2)[CH2:9][CH2:8]1. (2) Given the product [C:22]([NH:25][S:15]([C:9]1[CH:8]=[C:7]2[C:12]([CH2:13][CH2:14][N:5]([C:3](=[O:4])[C:2]([F:20])([F:19])[F:1])[CH2:6]2)=[CH:11][CH:10]=1)(=[O:17])=[O:16])([CH3:24])([CH3:23])[CH3:21], predict the reactants needed to synthesize it. The reactants are: [F:1][C:2]([F:20])([F:19])[C:3]([N:5]1[CH2:14][CH2:13][C:12]2[C:7](=[CH:8][C:9]([S:15](Cl)(=[O:17])=[O:16])=[CH:10][CH:11]=2)[CH2:6]1)=[O:4].[CH3:21][C:22]([NH2:25])([CH3:24])[CH3:23]. (3) Given the product [CH3:44][C:43]([CH3:46])([O:42][C:40](=[O:41])[NH:1][CH2:2][CH2:3][O:4][CH2:5][CH2:6][O:7][CH2:8][CH2:9][O:10][CH2:11][CH2:12][O:13][CH2:14][C:15]#[C:16][C:17]1[CH:18]=[C:19]([CH:30]=[CH:31][CH:32]=1)[C:20]([O:22][CH2:23][C:24]1[CH:25]=[CH:26][CH:27]=[CH:28][CH:29]=1)=[O:21])[CH3:45], predict the reactants needed to synthesize it. The reactants are: [NH2:1][CH2:2][CH2:3][O:4][CH2:5][CH2:6][O:7][CH2:8][CH2:9][O:10][CH2:11][CH2:12][O:13][CH2:14][C:15]#[C:16][C:17]1[CH:18]=[C:19]([CH:30]=[CH:31][CH:32]=1)[C:20]([O:22][CH2:23][C:24]1[CH:29]=[CH:28][CH:27]=[CH:26][CH:25]=1)=[O:21].C(N(CC)CC)C.[C:40](O[C:40]([O:42][C:43]([CH3:46])([CH3:45])[CH3:44])=[O:41])([O:42][C:43]([CH3:46])([CH3:45])[CH3:44])=[O:41]. (4) The reactants are: [O:1]([C:8]1[CH:13]=[CH:12][CH:11]=[CH:10][C:9]=1[NH:14][S:15]([C:18]1[CH:30]=[CH:29][C:21]([C:22]([NH:24][CH2:25][C:26]([OH:28])=O)=[O:23])=[CH:20][CH:19]=1)(=[O:17])=[O:16])[C:2]1[CH:7]=[CH:6][CH:5]=[CH:4][CH:3]=1.[CH3:31][C:32]1[S:36][C:35]([NH2:37])=[N:34][CH:33]=1. Given the product [CH3:31][C:32]1[S:36][C:35]([NH:37][C:26]([CH2:25][NH:24][C:22](=[O:23])[C:21]2[CH:20]=[CH:19][C:18]([S:15](=[O:16])(=[O:17])[NH:14][C:9]3[CH:10]=[CH:11][CH:12]=[CH:13][C:8]=3[O:1][C:2]3[CH:3]=[CH:4][CH:5]=[CH:6][CH:7]=3)=[CH:30][CH:29]=2)=[O:28])=[N:34][CH:33]=1, predict the reactants needed to synthesize it. (5) Given the product [F:30][C:31]1[CH:36]=[CH:35][CH:34]=[CH:33][C:32]=1[CH:37]([NH:39][C:24](=[O:25])[C:23]1[CH:27]=[CH:28][CH:29]=[C:21]([C:19]2[CH:18]=[N:17][N:16]3[C:12]([C:8]4[CH:9]=[CH:10][CH:11]=[C:6]([NH:5][C:3]([NH:2][CH3:1])=[O:4])[CH:7]=4)=[CH:13][N:14]=[C:15]3[CH:20]=2)[CH:22]=1)[CH3:38], predict the reactants needed to synthesize it. The reactants are: [CH3:1][NH:2][C:3]([NH:5][C:6]1[CH:7]=[C:8]([C:12]2[N:16]3[N:17]=[CH:18][C:19]([C:21]4[CH:22]=[C:23]([CH:27]=[CH:28][CH:29]=4)[C:24](O)=[O:25])=[CH:20][C:15]3=[N:14][CH:13]=2)[CH:9]=[CH:10][CH:11]=1)=[O:4].[F:30][C:31]1[CH:36]=[CH:35][CH:34]=[CH:33][C:32]=1[CH:37]([NH2:39])[CH3:38]. (6) Given the product [Cl:15][C:16]1[CH:21]=[CH:20][C:19]([C@@H:22]2[CH2:24][C@H:23]2[C:25]([N:10]2[CH2:9][C@H:8]([CH2:11][CH3:12])[NH:7][C:6](=[O:14])[C@@H:5]2[CH2:1][CH:2]([CH3:3])[CH3:4])=[O:26])=[C:18]([F:28])[CH:17]=1, predict the reactants needed to synthesize it. The reactants are: [CH2:1]([C@@H:5]1[NH:10][CH2:9][C@H:8]([CH2:11][CH2:12]C)[NH:7][C:6]1=[O:14])[CH:2]([CH3:4])[CH3:3].[Cl:15][C:16]1[CH:21]=[CH:20][C:19]([C@@H:22]2[CH2:24][C@H:23]2[C:25](O)=[O:26])=[C:18]([F:28])[CH:17]=1.C([C@@H]1N(C(=O)/C=C/C2C=CC=CC=2)C[C@H](CC(C)C)NC1=O)C(C)C. (7) Given the product [CH2:19]([O:1][C:2]1[C:3]2[CH:14]=[C:13]([C:15]([F:18])([F:16])[F:17])[CH:12]=[CH:11][C:4]=2[S:5][C:6]=1[C:7]([O:9][CH3:10])=[O:8])[CH3:20], predict the reactants needed to synthesize it. The reactants are: [OH:1][C:2]1[C:3]2[CH:14]=[C:13]([C:15]([F:18])([F:17])[F:16])[CH:12]=[CH:11][C:4]=2[S:5][C:6]=1[C:7]([O:9][CH3:10])=[O:8].[CH2:19](I)[CH3:20].C(=O)([O-])[O-].[K+].[K+].CN(C)C=O. (8) The reactants are: [CH:1]1[C:13]2[NH:12][C:11]3[C:6](=[CH:7][CH:8]=[CH:9][CH:10]=3)[C:5]=2[CH:4]=[CH:3][CH:2]=1.FC1C(F)=C(C#N)C(F)=[C:17](F)[C:16]=1[C:26]1[CH:31]=[C:30](C(F)(F)F)[CH:29]=[C:28](C(F)(F)F)[CH:27]=1.[H-].[Na+].ClCCl.[Cl-].[Na+].O. Given the product [CH:7](/[C:3]1[CH:2]=[CH:1][C:13]2[NH:12][C:11]3[C:6]([C:5]=2[CH:4]=1)=[CH:7][C:8](/[CH:17]=[CH:16]/[C:26]1[CH:27]=[CH:28][CH:29]=[CH:30][CH:31]=1)=[CH:9][CH:10]=3)=[CH:6]\[C:5]1[CH:13]=[CH:1][CH:2]=[CH:3][CH:4]=1, predict the reactants needed to synthesize it.